Dataset: Reaction yield outcomes from USPTO patents with 853,638 reactions. Task: Predict the reaction yield, written as a fraction of the theoretical maximum amount of product (1.0 means a 100% yield; for example, 0.34 means a 34% yield). (1) The reactants are [CH3:1][N:2]([CH:12]1[CH2:17][CH2:16][NH:15][CH2:14][CH2:13]1)[C:3]1[S:4][C:5]([C:8]([F:11])([F:10])[F:9])=[N:6][N:7]=1.[F:18][C:19]1[CH:26]=[CH:25][C:22]([CH2:23]Cl)=[CH:21][CH:20]=1.C(N(C(C)C)CC)(C)C. The catalyst is C(#N)C.ClCCl. The product is [F:18][C:19]1[CH:26]=[CH:25][C:22]([CH2:23][N:15]2[CH2:16][CH2:17][CH:12]([N:2]([CH3:1])[C:3]3[S:4][C:5]([C:8]([F:11])([F:9])[F:10])=[N:6][N:7]=3)[CH2:13][CH2:14]2)=[CH:21][CH:20]=1. The yield is 0.870. (2) The reactants are [F:1][C:2]1[CH:3]=[C:4]([C@H:10]2[CH2:14][CH2:13][CH2:12][N:11]2[C:15]2[CH:20]=[CH:19][N:18]3[N:21]=[CH:22][C:23]([C:24]([O:26]CC)=[O:25])=[C:17]3[N:16]=2)[C:5]([O:8][CH3:9])=[N:6][CH:7]=1.[Li+].[OH-]. The catalyst is CO. The product is [F:1][C:2]1[CH:3]=[C:4]([C@H:10]2[CH2:14][CH2:13][CH2:12][N:11]2[C:15]2[CH:20]=[CH:19][N:18]3[N:21]=[CH:22][C:23]([C:24]([OH:26])=[O:25])=[C:17]3[N:16]=2)[C:5]([O:8][CH3:9])=[N:6][CH:7]=1. The yield is 1.00. (3) The reactants are [N+:1]([C:4]1[C:5]([C:9](O)=O)=[N:6][NH:7][CH:8]=1)([O-:3])=[O:2].CN(C=O)C.C(Cl)(=O)C(Cl)=O.[NH2:23][C:24]1[CH:29]=[CH:28][CH:27]=[CH:26][C:25]=1[SH:30]. The catalyst is C1COCC1.O. The product is [N+:1]([C:4]1[C:5]([C:9]2[S:30][C:25]3[CH:26]=[CH:27][CH:28]=[CH:29][C:24]=3[N:23]=2)=[N:6][NH:7][CH:8]=1)([O-:3])=[O:2]. The yield is 0.610. (4) The reactants are CCN(C(C)C)C(C)C.[S:10]([N:20]1[CH2:25][CH2:24][N:23]2[CH:26]=[CH:27][CH:28]=[C:22]2[CH:21]1[CH2:29][C:30]([OH:32])=O)([C:13]1[CH:19]=[CH:18][C:16]([CH3:17])=[CH:15][CH:14]=1)(=[O:12])=[O:11].CCN=C=NCCCN(C)C.Cl.C1C=CC2N(O)N=NC=2C=1.[F:55][CH:56]1[CH2:61][CH2:60][N:59]([CH2:62][C:63]2[CH:64]=[C:65]3[C:70](=[CH:71][CH:72]=2)[CH:69]([NH2:73])[CH2:68][CH2:67][CH2:66]3)[CH2:58][CH2:57]1. The catalyst is C(Cl)Cl. The product is [F:55][CH:56]1[CH2:61][CH2:60][N:59]([CH2:62][C:63]2[CH:64]=[C:65]3[C:70](=[CH:71][CH:72]=2)[C@H:69]([NH:73][C:30](=[O:32])[CH2:29][CH:21]2[N:20]([S:10]([C:13]4[CH:19]=[CH:18][C:16]([CH3:17])=[CH:15][CH:14]=4)(=[O:11])=[O:12])[CH2:25][CH2:24][N:23]4[CH:26]=[CH:27][CH:28]=[C:22]24)[CH2:68][CH2:67][CH2:66]3)[CH2:58][CH2:57]1. The yield is 0.380.